From a dataset of Full USPTO retrosynthesis dataset with 1.9M reactions from patents (1976-2016). Predict the reactants needed to synthesize the given product. (1) Given the product [Br:1][C:2]1[C:7]([CH3:8])=[CH:6][C:5]([N:9]([C:13]([O:15][C:16]([CH3:19])([CH3:18])[CH3:17])=[O:14])[C:13]([O:15][C:16]([CH3:19])([CH3:18])[CH3:17])=[O:28])=[C:4]([N+:10]([O-:12])=[O:11])[CH:3]=1, predict the reactants needed to synthesize it. The reactants are: [Br:1][C:2]1[C:7]([CH3:8])=[CH:6][C:5]([NH2:9])=[C:4]([N+:10]([O-:12])=[O:11])[CH:3]=1.[C:13](O[C:13]([O:15][C:16]([CH3:19])([CH3:18])[CH3:17])=[O:14])([O:15][C:16]([CH3:19])([CH3:18])[CH3:17])=[O:14].[OH2:28]. (2) Given the product [Br:2][C:3]1[CH:8]=[CH:7][C:6]([C@@H:9]([NH2:11])[CH3:10])=[C:5]([CH3:18])[CH:4]=1, predict the reactants needed to synthesize it. The reactants are: Cl.[Br:2][C:3]1[CH:8]=[CH:7][C:6]([C@@H:9]([NH:11][S@@](C(C)(C)C)=O)[CH3:10])=[C:5]([CH3:18])[CH:4]=1. (3) Given the product [Br:24][C:14]1[CH:13]=[C:12]([C:10]([NH:9][C:3]2[C:4]([CH3:8])=[CH:5][CH:6]=[CH:7][C:2]=2[NH:1][C:29](=[O:30])[O:31][CH3:32])=[O:11])[N:16]([C:17]2[C:22]([Cl:23])=[CH:21][CH:20]=[CH:19][N:18]=2)[N:15]=1, predict the reactants needed to synthesize it. The reactants are: [NH2:1][C:2]1[CH:7]=[CH:6][CH:5]=[C:4]([CH3:8])[C:3]=1[NH:9][C:10]([C:12]1[N:16]([C:17]2[C:22]([Cl:23])=[CH:21][CH:20]=[CH:19][N:18]=2)[N:15]=[C:14]([Br:24])[CH:13]=1)=[O:11].C(Cl)Cl.Cl[C:29]([O:31][CH3:32])=[O:30]. (4) The reactants are: [CH3:1][N:2]1[C:6]([CH3:7])=[C:5]([C:8]([NH:10][C:11]2[CH:16]=[CH:15][C:14](B3OC(C)(C)C(C)(C)O3)=[CH:13][CH:12]=2)=[O:9])[C:4](=[O:26])[N:3]1[C:27]1[CH:32]=[CH:31][CH:30]=[CH:29][CH:28]=1.Br[C:34]1[C:35]([NH2:41])=[N:36][CH:37]=[C:38]([Br:40])[N:39]=1.C(=O)([O-])[O-].[Na+].[Na+]. Given the product [NH2:41][C:35]1[C:34]([C:14]2[CH:13]=[CH:12][C:11]([NH:10][C:8]([C:5]3[C:4](=[O:26])[N:3]([C:27]4[CH:32]=[CH:31][CH:30]=[CH:29][CH:28]=4)[N:2]([CH3:1])[C:6]=3[CH3:7])=[O:9])=[CH:16][CH:15]=2)=[N:39][C:38]([Br:40])=[CH:37][N:36]=1, predict the reactants needed to synthesize it. (5) Given the product [CH2:18]([N:19]1[CH2:8][C:7]2[CH2:6][S:5](=[O:11])(=[O:10])[CH2:4][C:3]=2[CH2:2]1)[C:12]1[CH:17]=[CH:16][CH:15]=[CH:14][CH:13]=1, predict the reactants needed to synthesize it. The reactants are: Br[CH2:2][C:3]1[CH2:4][S:5](=[O:11])(=[O:10])[CH2:6][C:7]=1[CH2:8]Br.[C:12]1([CH2:18][NH2:19])[CH:17]=[CH:16][CH:15]=[CH:14][CH:13]=1. (6) Given the product [CH:21]([NH:24][C:27]([N:15]1[CH2:16][CH2:17][C:12]2[NH:11][N:10]=[C:9]([C:7]3[NH:6][C:5]4[CH:18]=[C:19]([CH3:20])[C:2]([CH3:1])=[CH:3][C:4]=4[N:8]=3)[C:13]=2[CH2:14]1)=[O:33])([CH3:23])[CH3:22], predict the reactants needed to synthesize it. The reactants are: [CH3:1][C:2]1[C:19]([CH3:20])=[CH:18][C:5]2[NH:6][C:7]([C:9]3[C:13]4[CH2:14][NH:15][CH2:16][CH2:17][C:12]=4[NH:11][N:10]=3)=[N:8][C:4]=2[CH:3]=1.[CH:21]([N:24]([CH:27](C)C)CC)([CH3:23])[CH3:22].CN(C)C(Cl)=[O:33]. (7) Given the product [N+:12]([C:5]1[CH:4]=[CH:3][C:2]([NH:1][C:24](=[O:25])[C:23]([F:34])([F:33])[F:22])=[C:11]2[C:6]=1[CH:7]=[CH:8][N:9]=[CH:10]2)([O-:14])=[O:13], predict the reactants needed to synthesize it. The reactants are: [NH2:1][C:2]1[CH:3]=[CH:4][C:5]([N+:12]([O-:14])=[O:13])=[C:6]2[C:11]=1[CH:10]=[N:9][CH:8]=[CH:7]2.C(N(CC)CC)C.[F:22][C:23]([F:34])([F:33])[C:24](O[C:24](=[O:25])[C:23]([F:34])([F:33])[F:22])=[O:25]. (8) The reactants are: Br[C:2]1[CH:3]=[C:4]([O:8][CH:9]([CH3:11])[CH3:10])[CH:5]=[N:6][CH:7]=1.[CH3:12][N:13]([C:19]([O:21][C:22]([CH3:25])([CH3:24])[CH3:23])=[O:20])[CH:14]([CH2:16][CH:17]=[CH2:18])[CH3:15].C(N(CC)CC)C.C(#N)C. Given the product [CH3:12][N:13]([C:19]([O:21][C:22]([CH3:23])([CH3:25])[CH3:24])=[O:20])[CH:14]([CH2:16]/[CH:17]=[CH:18]/[C:2]1[CH:7]=[N:6][CH:5]=[C:4]([O:8][CH:9]([CH3:11])[CH3:10])[CH:3]=1)[CH3:15], predict the reactants needed to synthesize it. (9) Given the product [OH:36][CH2:35][CH2:34][NH:33][C:31]([C@@H:27]1[CH2:28][CH2:29][CH2:30][N:26]1[S:23]([C:20]1[N:19]2[C@@:15]([CH2:14][C:13]3[CH:12]=[CH:11][C:10]([C:8]#[N:9])=[CH:50][CH:49]=3)([CH3:48])[C:16](=[O:47])[N:17]([C:39]3[CH:40]=[C:41]([Cl:46])[CH:42]=[C:43]([Cl:45])[CH:44]=3)[C:18]2=[N:22][CH:21]=1)(=[O:24])=[O:25])=[O:32], predict the reactants needed to synthesize it. The reactants are: C(N(CC)CC)C.[C:8]([C:10]1[CH:50]=[CH:49][C:13]([CH2:14][C@@:15]2([CH3:48])[N:19]3[C:20]([S:23]([N:26]4[CH2:30][CH2:29][CH2:28][C@H:27]4[C:31]([NH:33][C@H:34](C)[C:35](O)=[O:36])=[O:32])(=[O:25])=[O:24])=[CH:21][N:22]=[C:18]3[N:17]([C:39]3[CH:44]=[C:43]([Cl:45])[CH:42]=[C:41]([Cl:46])[CH:40]=3)[C:16]2=[O:47])=[CH:12][CH:11]=1)#[N:9]. (10) Given the product [CH2:51]([O:50][C@@H:23]1[C@@H:22]([C:19]([OH:21])([CH3:20])[C:58]([F:61])([F:60])[F:59])[O:30][C@H:29]2[C@H:25]([N:26]=[C:27]([N:31]([CH2:39][CH:40]=[CH2:41])[C:32](=[O:38])[O:33][C:34]([CH3:37])([CH3:36])[CH3:35])[S:28]2)[C@H:24]1[O:42][CH2:43][C:44]1[CH:45]=[CH:46][CH:47]=[CH:48][CH:49]=1)[C:52]1[CH:57]=[CH:56][CH:55]=[CH:54][CH:53]=1, predict the reactants needed to synthesize it. The reactants are: CCCC[N+](CCCC)(CCCC)CCCC.[F-].[C:19]([C@H:22]1[O:30][C@H:29]2[C@H:25]([N:26]=[C:27]([N:31]([CH2:39][CH:40]=[CH2:41])[C:32](=[O:38])[O:33][C:34]([CH3:37])([CH3:36])[CH3:35])[S:28]2)[C@@H:24]([O:42][CH2:43][C:44]2[CH:49]=[CH:48][CH:47]=[CH:46][CH:45]=2)[C@@H:23]1[O:50][CH2:51][C:52]1[CH:57]=[CH:56][CH:55]=[CH:54][CH:53]=1)(=[O:21])[CH3:20].[C:58]([Si](C)(C)C)([F:61])([F:60])[F:59].